From a dataset of Full USPTO retrosynthesis dataset with 1.9M reactions from patents (1976-2016). Predict the reactants needed to synthesize the given product. (1) Given the product [CH3:29][O:28][CH2:27][CH2:26][O:25][CH2:24][CH2:23][O:22][CH2:21][CH2:20][O:19][C@H:16]1[CH2:17][CH2:18][N:14]([CH2:12][C@H:11]([C:30]2[CH:31]=[CH:32][CH:33]=[CH:34][CH:35]=2)[NH:10][CH3:9])[CH2:15]1, predict the reactants needed to synthesize it. The reactants are: C(O[C:9](=O)[NH:10][C@@H:11]([C:30]1[CH:35]=[CH:34][CH:33]=[CH:32][CH:31]=1)[C:12]([N:14]1[CH2:18][CH2:17][C@H:16]([O:19][CH2:20][CH2:21][O:22][CH2:23][CH2:24][O:25][CH2:26][CH2:27][O:28][CH3:29])[CH2:15]1)=O)C1C=CC=CC=1.[H-].[H-].[H-].[H-].[Li+].[Al+3].C(=O)([O-])[O-].[Na+].[Na+]. (2) Given the product [CH:1]1([C:4]2[NH:8][N:7]=[C:6]([NH:9][C:10]3[C:11]([F:20])=[C:12]([NH:21][C@H:22]([C:25]4[CH:30]=[CH:29][C:28]([F:31])=[CH:27][CH:26]=4)[CH2:23][OH:24])[CH:13]=[CH:14][C:15]=3[N+:16]([O-:18])=[O:17])[CH:5]=2)[CH2:3][CH2:2]1, predict the reactants needed to synthesize it. The reactants are: [CH:1]1([C:4]2[NH:8][N:7]=[C:6]([NH:9][C:10]3[C:15]([N+:16]([O-:18])=[O:17])=[CH:14][CH:13]=[C:12](F)[C:11]=3[F:20])[CH:5]=2)[CH2:3][CH2:2]1.[NH2:21][C@H:22]([C:25]1[CH:30]=[CH:29][C:28]([F:31])=[CH:27][CH:26]=1)[CH2:23][OH:24].CCN(C(C)C)C(C)C. (3) Given the product [CH3:9][NH:8][C:5]1[N:4]=[CH:3][C:2]([B:10]2[O:14][C:13]([CH3:16])([CH3:15])[C:12]([CH3:18])([CH3:17])[O:11]2)=[CH:7][N:6]=1, predict the reactants needed to synthesize it. The reactants are: Br[C:2]1[CH:3]=[N:4][C:5]([NH:8][CH3:9])=[N:6][CH:7]=1.[B:10]1([B:10]2[O:14][C:13]([CH3:16])([CH3:15])[C:12]([CH3:18])([CH3:17])[O:11]2)[O:14][C:13]([CH3:16])([CH3:15])[C:12]([CH3:18])([CH3:17])[O:11]1.C([O-])(=O)C.[K+].